This data is from Full USPTO retrosynthesis dataset with 1.9M reactions from patents (1976-2016). The task is: Predict the reactants needed to synthesize the given product. Given the product [ClH:19].[F:27][C:26]([F:29])([F:28])[C:24]1[CH:23]=[CH:22][N:21]=[C:20]([N:2]2[CH2:7][CH2:6][CH:5]([O:8][C:9]3[CH:10]=[C:11]4[C:16](=[CH:17][CH:18]=3)[CH:15]=[N:14][CH:13]=[CH:12]4)[CH2:4][CH2:3]2)[N:25]=1, predict the reactants needed to synthesize it. The reactants are: Cl.[NH:2]1[CH2:7][CH2:6][CH:5]([O:8][C:9]2[CH:10]=[C:11]3[C:16](=[CH:17][CH:18]=2)[CH:15]=[N:14][CH:13]=[CH:12]3)[CH2:4][CH2:3]1.[Cl:19][C:20]1[N:25]=[C:24]([C:26]([F:29])([F:28])[F:27])[CH:23]=[CH:22][N:21]=1.